Dataset: Forward reaction prediction with 1.9M reactions from USPTO patents (1976-2016). Task: Predict the product of the given reaction. (1) Given the reactants [CH3:1][N:2]1[C:6]([NH:7][C:8](=[O:15])OCC(Cl)(Cl)Cl)=[CH:5][CH:4]=[N:3]1.[F:16][C:17]1[C:22]([F:23])=[CH:21][CH:20]=[CH:19][C:18]=1[C:24]1[CH:29]=[CH:28][CH:27]=[C:26]([N:30]2[CH2:35][CH2:34][NH:33][CH2:32][CH2:31]2)[CH:25]=1, predict the reaction product. The product is: [F:16][C:17]1[C:22]([F:23])=[CH:21][CH:20]=[CH:19][C:18]=1[C:24]1[CH:29]=[CH:28][CH:27]=[C:26]([N:30]2[CH2:31][CH2:32][N:33]([C:8]([NH:7][C:6]3[N:2]([CH3:1])[N:3]=[CH:4][CH:5]=3)=[O:15])[CH2:34][CH2:35]2)[CH:25]=1. (2) Given the reactants Br[C:2]1[CH:11]=[CH:10][CH:9]=[C:8]2[C:3]=1[CH:4]=[CH:5][C:6]([NH2:12])=[N:7]2.[CH2:13]([O:15]C([Sn](CCCC)(CCCC)CCCC)=C)[CH3:14].Cl.[OH-].[Na+], predict the reaction product. The product is: [NH2:12][C:6]1[CH:5]=[CH:4][C:3]2[C:8](=[CH:9][CH:10]=[CH:11][C:2]=2[C:13](=[O:15])[CH3:14])[N:7]=1. (3) Given the reactants [F:1][CH2:2][CH2:3][N:4]1[CH2:9][C@@H:8]2[CH2:10][C@H:5]1[CH2:6][N:7]2[CH:11]1[CH2:16][CH2:15][N:14]([C:17]2[CH:22]=[CH:21][C:20]([N+:23]([O-])=O)=[C:19]([O:26][CH3:27])[CH:18]=2)[CH2:13][CH2:12]1, predict the reaction product. The product is: [F:1][CH2:2][CH2:3][N:4]1[CH2:9][C@@H:8]2[CH2:10][C@H:5]1[CH2:6][N:7]2[CH:11]1[CH2:12][CH2:13][N:14]([C:17]2[CH:22]=[CH:21][C:20]([NH2:23])=[C:19]([O:26][CH3:27])[CH:18]=2)[CH2:15][CH2:16]1. (4) Given the reactants [F:1][C:2]1[CH:3]=[C:4]2[C:8](=[CH:9][CH:10]=1)[NH:7][C:6](=[O:11])[CH2:5]2.CN(C)[CH2:14][CH2:15]N(C)C.[Li]CCCC.BrCCBr, predict the reaction product. The product is: [F:1][C:2]1[CH:3]=[C:4]2[C:8](=[CH:9][CH:10]=1)[NH:7][C:6](=[O:11])[C:5]12[CH2:15][CH2:14]1. (5) Given the reactants [CH3:1][C:2](=[CH:5][CH2:6][CH3:7])[CH:3]=[O:4].[CH:8]1([Mg]Cl)[CH2:12][CH2:11][CH2:10][CH2:9]1, predict the reaction product. The product is: [CH3:1][C:2]([CH:3]([CH:8]1[CH2:12][CH2:11][CH2:10][CH2:9]1)[OH:4])=[CH:5][CH2:6][CH3:7]. (6) Given the reactants [Br:1]C1N=C(CC)C(N[C@@H]2C3C(=CC=CC=3)C[C@@H]2O)=NC=1CC.[CH2:23]([C:25]1[C:26]([NH:33][C@H:34]2[C@@H:38]([O:39][CH2:40][CH2:41][F:42])[CH2:37][N:36]([C:43]([O:45][CH3:46])=[O:44])[CH2:35]2)=[N:27][C:28]([CH2:31][CH3:32])=[CH:29][N:30]=1)[CH3:24], predict the reaction product. The product is: [Br:1][C:29]1[N:30]=[C:25]([CH2:23][CH3:24])[C:26]([NH:33][C@H:34]2[C@@H:38]([O:39][CH2:40][CH2:41][F:42])[CH2:37][N:36]([C:43]([O:45][CH3:46])=[O:44])[CH2:35]2)=[N:27][C:28]=1[CH2:31][CH3:32]. (7) Given the reactants [F:1][C:2]1[CH:7]=[CH:6][CH:5]=[CH:4][C:3]=1[N:8]=[C:9]=[O:10].[NH2:11][C@H:12]([C:33]1[CH:38]=[CH:37][CH:36]=[CH:35][CH:34]=1)[CH2:13][CH2:14][N:15]1[CH2:20][CH2:19][CH:18]([C:21]2[CH:22]=[C:23]([NH:27][C:28](=[O:32])[CH:29]([CH3:31])[CH3:30])[CH:24]=[CH:25][CH:26]=2)[CH2:17][CH2:16]1, predict the reaction product. The product is: [F:1][C:2]1[CH:7]=[CH:6][CH:5]=[CH:4][C:3]=1[NH:8][C:9]([NH:11][C@H:12]([C:33]1[CH:34]=[CH:35][CH:36]=[CH:37][CH:38]=1)[CH2:13][CH2:14][N:15]1[CH2:20][CH2:19][CH:18]([C:21]2[CH:22]=[C:23]([NH:27][C:28](=[O:32])[CH:29]([CH3:31])[CH3:30])[CH:24]=[CH:25][CH:26]=2)[CH2:17][CH2:16]1)=[O:10].